From a dataset of Forward reaction prediction with 1.9M reactions from USPTO patents (1976-2016). Predict the product of the given reaction. Given the reactants [N:1]1([C:8]([O:10][CH2:11][C:12]2[CH:17]=[CH:16][CH:15]=[CH:14][CH:13]=2)=[O:9])[CH2:3][C@H:2]1[C:4]([O:6][CH3:7])=[O:5].[CH3:18][C:19]([CH3:23])([CH3:22])[CH2:20][OH:21], predict the reaction product. The product is: [CH3:18][C:19]([CH3:23])([CH3:22])[CH2:20][O:21][CH2:3][C@@H:2]([C:4]([O:6][CH3:7])=[O:5])[NH:1][C:8]([O:10][CH2:11][C:12]1[CH:13]=[CH:14][CH:15]=[CH:16][CH:17]=1)=[O:9].